From a dataset of Forward reaction prediction with 1.9M reactions from USPTO patents (1976-2016). Predict the product of the given reaction. (1) Given the reactants [CH2:1]([N:8]1[C:12]([CH3:13])=[C:11]([C:14]([OH:16])=O)[CH:10]=[N:9]1)[C:2]1[CH:7]=[CH:6][CH:5]=[CH:4][CH:3]=1.Cl.C(N=C=NCCCN(C)C)C.C1C=C2N=NN(O)C2=CC=1.N.[NH2:40][CH2:41][C:42]1[C:43]([OH:50])=[N:44][C:45]([CH3:49])=[CH:46][C:47]=1[CH3:48], predict the reaction product. The product is: [CH2:1]([N:8]1[C:12]([CH3:13])=[C:11]([C:14]([NH:40][CH2:41][C:42]2[C:43]([OH:50])=[N:44][C:45]([CH3:49])=[CH:46][C:47]=2[CH3:48])=[O:16])[CH:10]=[N:9]1)[C:2]1[CH:3]=[CH:4][CH:5]=[CH:6][CH:7]=1. (2) Given the reactants [Cl:1][C:2]1[N:3]=[C:4]([N:13]2[CH2:18][CH2:17][O:16][CH2:15][CH2:14]2)[C:5]2[S:10][C:9]([CH:11]=O)=[CH:8][C:6]=2[N:7]=1.[CH3:19][N:20]([CH3:28])[CH2:21][CH:22]1[CH2:27][CH2:26][NH:25][CH2:24][CH2:23]1, predict the reaction product. The product is: [Cl:1][C:2]1[N:3]=[C:4]([N:13]2[CH2:18][CH2:17][O:16][CH2:15][CH2:14]2)[C:5]2[S:10][C:9]([CH2:11][N:25]3[CH2:26][CH2:27][CH:22]([CH2:21][N:20]([CH3:28])[CH3:19])[CH2:23][CH2:24]3)=[CH:8][C:6]=2[N:7]=1. (3) Given the reactants [NH2:1][C:2]1[CH:7]=[CH:6][C:5]([N:8]2[CH2:13][CH2:12][N:11](C(OC(C)(C)C)=O)[CH2:10][CH2:9]2)=[CH:4][C:3]=1[NH:21][S:22]([C:25]1[CH:30]=[CH:29][CH:28]=[CH:27][CH:26]=1)(=[O:24])=[O:23].[CH3:31][C:32]1[CH:37]=[C:36]([O:38][C:39](F)(F)F)[CH:35]=[CH:34][C:33]=1[S:43](Cl)(=[O:45])=[O:44], predict the reaction product. The product is: [CH3:39][O:38][C:36]1[CH:35]=[CH:34][C:33]([S:43]([NH:1][C:2]2[CH:7]=[CH:6][C:5]([N:8]3[CH2:13][CH2:12][NH:11][CH2:10][CH2:9]3)=[CH:4][C:3]=2[NH:21][S:22]([C:25]2[CH:30]=[CH:29][CH:28]=[CH:27][CH:26]=2)(=[O:24])=[O:23])(=[O:45])=[O:44])=[C:32]([CH3:31])[CH:37]=1. (4) Given the reactants [CH3:1][O:2][C:3]1[CH:8]=[C:7]([CH3:9])[N:6]=C(N)[N:4]=1.CI.[H-].[Na+].[CH3:15][N:16]([CH:18]=O)[CH3:17], predict the reaction product. The product is: [CH3:1][O:2][C:3]1[CH:8]=[C:7]([CH3:9])[N:6]=[C:18]([N:16]([CH3:15])[CH3:17])[N:4]=1. (5) The product is: [C:1]1([C:7]#[C:8][C:9](=[O:23])[C:10]#[C:11][C:12]2[N:16]([C:17]3[CH:18]=[CH:19][CH:20]=[CH:21][CH:22]=3)[N:15]=[CH:14][CH:13]=2)[CH:6]=[CH:5][CH:4]=[CH:3][CH:2]=1. Given the reactants [C:1]1([C:7]#[C:8][CH:9]([OH:23])[C:10]#[C:11][C:12]2[N:16]([C:17]3[CH:22]=[CH:21][CH:20]=[CH:19][CH:18]=3)[N:15]=[CH:14][CH:13]=2)[CH:6]=[CH:5][CH:4]=[CH:3][CH:2]=1, predict the reaction product. (6) Given the reactants [OH:1][C:2]1[CH:3]=[C:4]([CH:7]=[CH:8][CH:9]=1)[CH2:5][OH:6].Cl[C:11]1[N:16]=[CH:15][C:14]([Br:17])=[CH:13][N:12]=1.C(=O)([O-])[O-].[Cs+].[Cs+], predict the reaction product. The product is: [Br:17][C:14]1[CH:13]=[N:12][C:11]([O:1][C:2]2[CH:3]=[C:4]([CH2:5][OH:6])[CH:7]=[CH:8][CH:9]=2)=[N:16][CH:15]=1.